From a dataset of Forward reaction prediction with 1.9M reactions from USPTO patents (1976-2016). Predict the product of the given reaction. Given the reactants Cl[CH2:2][C:3]([NH:5][C@H:6]([C:16]1[C:21]([C:22]2[CH:23]=[CH:24][C:25]([F:31])=[C:26]([CH:30]=2)[C:27]([NH2:29])=[O:28])=[CH:20][CH:19]=[CH:18][N:17]=1)[CH2:7][C:8]1[CH:13]=[C:12]([F:14])[CH:11]=[C:10]([F:15])[CH:9]=1)=[O:4].[Br:32][C:33]1[N:37]=[C:36]([CH:38]2[CH2:40][CH2:39]2)[NH:35][N:34]=1, predict the reaction product. The product is: [Br:32][C:33]1[N:37]=[C:36]([CH:38]2[CH2:40][CH2:39]2)[N:35]([CH2:2][C:3]([NH:5][C@H:6]([C:16]2[C:21]([C:22]3[CH:23]=[CH:24][C:25]([F:31])=[C:26]([CH:30]=3)[C:27]([NH2:29])=[O:28])=[CH:20][CH:19]=[CH:18][N:17]=2)[CH2:7][C:8]2[CH:13]=[C:12]([F:14])[CH:11]=[C:10]([F:15])[CH:9]=2)=[O:4])[N:34]=1.